From a dataset of Forward reaction prediction with 1.9M reactions from USPTO patents (1976-2016). Predict the product of the given reaction. (1) Given the reactants Cl[C:2]1[CH:7]=[C:6]([Cl:8])[N:5]=[C:4]([C:9]2[CH:10]=[N:11][CH:12]=[CH:13][CH:14]=2)[N:3]=1.C(N(CC)CC)C.[CH:22]1([NH2:25])[CH2:24][CH2:23]1, predict the reaction product. The product is: [Cl:8][C:6]1[N:5]=[C:4]([C:9]2[CH:10]=[N:11][CH:12]=[CH:13][CH:14]=2)[N:3]=[C:2]([NH:25][CH:22]2[CH2:24][CH2:23]2)[CH:7]=1. (2) Given the reactants [OH:1][CH2:2][C:3]1[CH:4]=[C:5]([CH:22]=[CH:23][CH:24]=1)[O:6][CH2:7][C:8]1[C:13]([CH3:14])=[CH:12][CH:11]=[CH:10][C:9]=1[N:15]1[C:19](=[O:20])[N:18]([CH3:21])[N:17]=[N:16]1.Br[C:26]1[CH:31]=[CH:30][CH:29]=[CH:28][N:27]=1.CC(C)([O-])C.[K+].O1CCCC1, predict the reaction product. The product is: [N:27]1[CH:28]=[CH:29][CH:30]=[CH:31][C:26]=1[O:1][CH2:2][C:3]1[CH:4]=[C:5]([CH:22]=[CH:23][CH:24]=1)[O:6][CH2:7][C:8]1[C:13]([CH3:14])=[CH:12][CH:11]=[CH:10][C:9]=1[N:15]1[C:19](=[O:20])[N:18]([CH3:21])[N:17]=[N:16]1.